From a dataset of Full USPTO retrosynthesis dataset with 1.9M reactions from patents (1976-2016). Predict the reactants needed to synthesize the given product. (1) The reactants are: C[O:2][CH:3]=[CH:4][C:5]1[C:6]([N:11]2[CH2:16][CH2:15][CH2:14][CH2:13][C:12]2=[O:17])=[N:7][CH:8]=[CH:9][CH:10]=1. Given the product [O:17]=[C:12]1[CH2:13][CH2:14][CH2:15][CH2:16][N:11]1[C:6]1[C:5]([CH2:4][CH:3]=[O:2])=[CH:10][CH:9]=[CH:8][N:7]=1, predict the reactants needed to synthesize it. (2) Given the product [Br:1][C:2]1[CH:3]=[C:4](/[CH:9]=[CH:10]/[C:11]([NH:13][C:14]2([C:20]([NH:22][CH2:23][CH2:24][C:25]3[C:33]4[C:28](=[CH:29][CH:30]=[C:31]([F:34])[CH:32]=4)[NH:27][CH:26]=3)=[O:21])[CH2:19][CH2:18][N:17]([CH3:35])[CH2:16][CH2:15]2)=[O:12])[CH:5]=[CH:6][C:7]=1[F:8], predict the reactants needed to synthesize it. The reactants are: [Br:1][C:2]1[CH:3]=[C:4](/[CH:9]=[CH:10]/[C:11]([NH:13][C:14]2([C:20]([NH:22][CH2:23][CH2:24][C:25]3[C:33]4[C:28](=[CH:29][CH:30]=[C:31]([F:34])[CH:32]=4)[NH:27][CH:26]=3)=[O:21])[CH2:19][CH2:18][NH:17][CH2:16][CH2:15]2)=[O:12])[CH:5]=[CH:6][C:7]=1[F:8].[CH3:35]CN(C(C)C)C(C)C.CI. (3) Given the product [CH:7]1([C:12](=[CH2:16])[C:13]([OH:15])=[O:14])[CH2:11][CH2:10][CH2:9][CH2:8]1, predict the reactants needed to synthesize it. The reactants are: N1CCOCC1.[CH:7]1([CH:12]([C:16](O)=O)[C:13]([OH:15])=[O:14])[CH2:11][CH2:10][CH2:9][CH2:8]1.C=O.C(=O)([O-])O.[Na+]. (4) Given the product [I:1][C:2]1[C:3]([CH2:8][OH:9])=[N:4][CH:5]=[CH:6][CH:7]=1, predict the reactants needed to synthesize it. The reactants are: [I:1][C:2]1[C:3]([C:8](O)=[O:9])=[N:4][CH:5]=[CH:6][CH:7]=1.ClC1C(CO)=CC(F)=C(Cl)N=1. (5) Given the product [Cl:1][C:2]1[C:15]2[CH2:14][C:13]3[C:8](=[C:9]([Cl:17])[CH:10]=[CH:11][CH:12]=3)[CH2:7][C:6]=2[CH:5]=[CH:4][CH:3]=1, predict the reactants needed to synthesize it. The reactants are: [Cl:1][C:2]1[C:15]2[C:14](=O)[C:13]3[C:8](=[C:9]([Cl:17])[CH:10]=[CH:11][CH:12]=3)[C:7](=O)[C:6]=2[CH:5]=[CH:4][CH:3]=1.I.O.CO.